Dataset: Reaction yield outcomes from USPTO patents with 853,638 reactions. Task: Predict the reaction yield, written as a fraction of the theoretical maximum amount of product (1.0 means a 100% yield; for example, 0.34 means a 34% yield). The reactants are Br[C:2]1[N:7]2[CH:8]=[C:9]([CH2:11][OH:12])[N:10]=[C:6]2[C:5]([N:13]2[CH2:18][CH2:17][O:16][CH2:15][CH2:14]2)=[N:4][CH:3]=1.CC1(C)C(C)(C)OB([C:27]2[CH:28]=[CH:29][C:30]([C:33]#[N:34])=[N:31][CH:32]=2)O1.C([O-])([O-])=O.[Cs+].[Cs+]. The catalyst is O1CCOCC1.O.C1C=CC(P(C2C=CC=CC=2)[C-]2C=CC=C2)=CC=1.C1C=CC(P(C2C=CC=CC=2)[C-]2C=CC=C2)=CC=1.Cl[Pd]Cl.[Fe+2]. The product is [OH:12][CH2:11][C:9]1[N:10]=[C:6]2[C:5]([N:13]3[CH2:18][CH2:17][O:16][CH2:15][CH2:14]3)=[N:4][CH:3]=[C:2]([C:27]3[CH:28]=[CH:29][C:30]([C:33]#[N:34])=[N:31][CH:32]=3)[N:7]2[CH:8]=1. The yield is 0.510.